Dataset: Full USPTO retrosynthesis dataset with 1.9M reactions from patents (1976-2016). Task: Predict the reactants needed to synthesize the given product. (1) Given the product [C:31](=[O:33])=[O:32].[F:1][C:2]1[CH:3]=[C:4]([NH:26][C@@H:27]2[CH2:30][C@H:29]([C:31]([O:33][CH3:38])=[O:32])[CH2:28]2)[CH:5]=[CH:6][C:7]=1[C:8]1[S:9][C:10]2[C:15]([N:16]=1)=[CH:14][CH:13]=[C:12]([C:17]1([C:20]3[CH:25]=[CH:24][CH:23]=[CH:22][CH:21]=3)[CH2:18][CH2:19]1)[N:11]=2, predict the reactants needed to synthesize it. The reactants are: [F:1][C:2]1[CH:3]=[C:4]([NH:26][CH:27]2[CH2:30][CH:29]([C:31]([OH:33])=[O:32])[CH2:28]2)[CH:5]=[CH:6][C:7]=1[C:8]1[S:9][C:10]2[C:15]([N:16]=1)=[CH:14][CH:13]=[C:12]([C:17]1([C:20]3[CH:25]=[CH:24][CH:23]=[CH:22][CH:21]=3)[CH2:19][CH2:18]1)[N:11]=2.S(Cl)(Cl)=O.[CH3:38]O. (2) Given the product [Cl:7][C:8]1[CH:9]=[CH:10][C:11]([CH2:14][CH2:15][CH2:16][OH:17])=[CH:12][CH:13]=1, predict the reactants needed to synthesize it. The reactants are: [H-].[Al+3].[Li+].[H-].[H-].[H-].[Cl:7][C:8]1[CH:13]=[CH:12][C:11]([CH:14]=[CH:15][C:16](O)=[O:17])=[CH:10][CH:9]=1.Cl. (3) Given the product [F:1][C:2]1[CH:3]=[CH:4][C:5]2[C:6]3[CH2:15][CH2:14][NH:13][CH2:12][CH2:11][C:7]=3[NH:8][C:9]=2[CH:10]=1, predict the reactants needed to synthesize it. The reactants are: [F:1][C:2]1[CH:3]=[CH:4][C:5]2[C:6]3[CH2:15][CH2:14][NH:13][C:12](=O)[CH2:11][C:7]=3[NH:8][C:9]=2[CH:10]=1.C(O)(=O)/C=C/C(O)=O. (4) Given the product [ClH:37].[CH3:1][C:2]([NH:15][CH2:16][C@@H:17]([OH:30])[CH2:18][O:19][CH:20]([C:22]1[CH:27]=[CH:26][CH:25]=[CH:24][C:23]=1[O:28][CH3:29])[CH3:21])([CH3:14])[CH2:3][C:4]1[CH:13]=[CH:12][C:11]2[C:6](=[CH:7][CH:8]=[CH:9][CH:10]=2)[CH:5]=1, predict the reactants needed to synthesize it. The reactants are: [CH3:1][C:2]([NH:15][CH2:16][C@@H:17]([OH:30])[CH2:18][O:19][CH:20]([C:22]1[CH:27]=[CH:26][CH:25]=[CH:24][C:23]=1[O:28][CH3:29])[CH3:21])([CH3:14])[CH2:3][C:4]1[CH:13]=[CH:12][C:11]2[C:6](=[CH:7][CH:8]=[CH:9][CH:10]=2)[CH:5]=1.C(OCC)(=O)C.[ClH:37]. (5) Given the product [CH2:1]1[O:7][C@H:6]([CH2:8][OH:9])[C@@H:4]([OH:5])[CH2:3][CH2:2]1, predict the reactants needed to synthesize it. The reactants are: [CH2:1]1[O:7][C@H:6]([CH2:8][OH:9])[C@@H:4]([OH:5])[CH:3]=[CH:2]1. (6) Given the product [Si:16]([O:15][C@@H:14]1[C@@H:13]([CH2:9][O:8][Si:1]([C:4]([CH3:6])([CH3:7])[CH3:5])([CH3:3])[CH3:2])[O:12][C@@H:11]([N:23]2[C:41]3[N:40]=[CH:39][N:38]=[C:27]([O:28][C:29]4[CH:34]=[CH:33][C:32]5[C:100]6[C:92](=[CH:91][CH:90]=[CH:102][CH:101]=6)[CH2:93][C:31]=5[CH:30]=4)[C:26]=3[N:25]=[CH:24]2)[CH2:10]1)([C:19]([CH3:22])([CH3:21])[CH3:20])([CH3:18])[CH3:17], predict the reactants needed to synthesize it. The reactants are: [Si:1]([O:8][C@@H:9]1[C@@H:13]([CH2:14][O:15][Si:16]([C:19]([CH3:22])([CH3:21])[CH3:20])([CH3:18])[CH3:17])[O:12][C@@H:11]([N:23]2[C:41]3[N:40]=[CH:39][N:38]=[C:27]([O:28][C:29]4[CH:34]=[CH:33][C:32]([N+]([O-])=O)=[CH:31][CH:30]=4)[C:26]=3[N:25]=[CH:24]2)[CH2:10]1)([C:4]([CH3:7])([CH3:6])[CH3:5])([CH3:3])[CH3:2].N1(OC2C3N=CN(C=3N=CN=2)[C@@H]2O[C@H](CO[Si](C(C)(C)C)(C)C)[C@@H](O[Si](C(C)(C)C)(C)C)C2)C2C=CC=CC=2N=N1.C([O-])([O-])=O.[Cs+].[Cs+].O[C:90]1[CH:102]=[CH:101][C:100]2C3C(=CC=CC=3)[CH2:93][C:92]=2[CH:91]=1.